Dataset: Full USPTO retrosynthesis dataset with 1.9M reactions from patents (1976-2016). Task: Predict the reactants needed to synthesize the given product. (1) Given the product [CH2:9]([O:16][C:17]([NH:19][C@H:20]1[CH2:21][CH2:22][N:27]([C@H:28]2[CH2:37][CH2:36][C:31]3([O:35][CH2:34][CH2:33][O:32]3)[CH2:30][C@H:29]2[C:38]([O:40][CH2:41][CH3:42])=[O:39])[C:26]1=[O:43])=[O:18])[C:10]1[CH:15]=[CH:14][CH:13]=[CH:12][CH:11]=1, predict the reactants needed to synthesize it. The reactants are: C([O-])([O-])=O.[Cs+].[Cs+].[SH3+].[I-].[CH2:9]([O:16][C:17]([NH:19][C@H:20]([C:26](=[O:43])[NH:27][C@H:28]1[CH2:37][CH2:36][C:31]2([O:35][CH2:34][CH2:33][O:32]2)[CH2:30][C@H:29]1[C:38]([O:40][CH2:41][CH3:42])=[O:39])[CH2:21][CH2:22][S+](C)C)=[O:18])[C:10]1[CH:15]=[CH:14][CH:13]=[CH:12][CH:11]=1. (2) Given the product [O:33]=[C:31]1[NH:30][C:27]2=[N:28][CH:29]=[C:24]([C:16]3[CH:17]=[C:18]([O:22][CH3:23])[C:19]([O:20][CH3:21])=[C:14]([O:13][CH3:12])[CH:15]=3)[CH:25]=[C:26]2[C:32]1=[CH:1][C:3]1[CH:4]=[C:5]([CH:9]=[CH:10][CH:11]=1)[C:6]([NH2:8])=[O:7], predict the reactants needed to synthesize it. The reactants are: [CH:1]([C:3]1[CH:4]=[C:5]([CH:9]=[CH:10][CH:11]=1)[C:6]([NH2:8])=[O:7])=O.[CH3:12][O:13][C:14]1[CH:15]=[C:16]([C:24]2[CH:25]=[C:26]3[CH2:32][C:31](=[O:33])[N:30](COCC[Si](C)(C)C)[C:27]3=[N:28][CH:29]=2)[CH:17]=[C:18]([O:22][CH3:23])[C:19]=1[O:20][CH3:21]. (3) The reactants are: [N+:1]([C:4]1[CH:12]=[CH:11][CH:10]=[C:9]2[C:5]=1[CH:6]=[CH:7][N:8]2[CH2:13][C:14]([O:16][CH3:17])=[O:15])([O-])=O.O.O.[Sn](Cl)Cl.C([O-])(O)=O.[Na+]. Given the product [NH2:1][C:4]1[CH:12]=[CH:11][CH:10]=[C:9]2[C:5]=1[CH:6]=[CH:7][N:8]2[CH2:13][C:14]([O:16][CH3:17])=[O:15], predict the reactants needed to synthesize it. (4) Given the product [NH2:26][C:24]1[C:25]2=[C:17]([C:12]3[CH:13]=[CH:14][C:15]4[C:10]([CH:11]=3)=[N:9][N:8]([CH2:1][C:2]3[CH:3]=[CH:4][CH:5]=[CH:6][CH:7]=3)[CH:16]=4)[CH:18]=[C:19]([CH:27]3[CH2:31][CH2:30][N:29]([CH2:33][C:34]([N:36]([CH3:38])[CH3:37])=[O:35])[CH2:28]3)[N:20]2[N:21]=[CH:22][N:23]=1, predict the reactants needed to synthesize it. The reactants are: [CH2:1]([N:8]1[CH:16]=[C:15]2[C:10]([CH:11]=[C:12]([C:17]3[CH:18]=[C:19]([CH:27]4[CH2:31][CH2:30][NH:29][CH2:28]4)[N:20]4[C:25]=3[C:24]([NH2:26])=[N:23][CH:22]=[N:21]4)[CH:13]=[CH:14]2)=[N:9]1)[C:2]1[CH:7]=[CH:6][CH:5]=[CH:4][CH:3]=1.Cl[CH2:33][C:34]([N:36]([CH3:38])[CH3:37])=[O:35].